From a dataset of Drug-target binding data from BindingDB using Ki measurements. Regression. Given a target protein amino acid sequence and a drug SMILES string, predict the binding affinity score between them. We predict pKi (pKi = -log10(Ki in M); higher means stronger inhibition). Dataset: bindingdb_ki. (1) The compound is COC(=O)Nc1ccc(-c2ccnc([C@H](Cc3ccccc3)NC(=O)/C=C/c3cc(Cl)ccc3-n3cnnn3)c2)cc1. The target protein (P03952) has sequence MILFKQATYFISLFATVSCGCLTQLYENAFFRGGDVASMYTPNAQYCQMRCTFHPRCLLFSFLPASSINDMEKRFGCFLKDSVTGTLPKVHRTGAVSGHSLKQCGHQISACHRDIYKGVDMRGVNFNVSKVSSVEECQKRCTNNIRCQFFSYATQTFHKAEYRNNCLLKYSPGGTPTAIKVLSNVESGFSLKPCALSEIGCHMNIFQHLAFSDVDVARVLTPDAFVCRTICTYHPNCLFFTFYTNVWKIESQRNVCLLKTSESGTPSSSTPQENTISGYSLLTCKRTLPEPCHSKIYPGVDFGGEELNVTFVKGVNVCQETCTKMIRCQFFTYSLLPEDCKEEKCKCFLRLSMDGSPTRIAYGTQGSSGYSLRLCNTGDNSVCTTKTSTRIVGGTNSSWGEWPWQVSLQVKLTAQRHLCGGSLIGHQWVLTAAHCFDGLPLQDVWRIYSGILNLSDITKDTPFSQIKEIIIHQNYKVSEGNHDIALIKLQAPLNYTEFQK.... The pKi is 5.7. (2) The small molecule is C[N+](C)(C)CCOC(N)=O. The target protein sequence is MTLHSQSTTSPLFPQISSSWVHSPSEAGLPLGTVTQLGSYQISQETGQFSSQDTSSDPLGGHTIWQVVFIAFLTGFLALVTIIGNILVIVAFKVNKQLKTVNNYFLLSLASADLIIGVISMNLFTTYIIMNRWALGNLACDLWLSIDYVASNASVMNLLVISFDRYFSITRPLTYRAKRTTKRAGVMIGLAWVISFVLWAPAILFWQYFVGKRTVPPGECFIQFLSEPTITFGTAIAAFYMPVTIMTILYWRIYKETEKRTKELAGLQASGTEIEGRIEGRIEGRTRSQITKRKRMSLIKEKKAAQTLSAILLAFIITWTPYNIMVLVNTFADSAIPKTYWNLGYWLCYINSTVNPVAYALSNKTFRCTFKTLLLSQSDKRKRRKQQYQQRQSVIFHKRVPEQAL. The pKi is 4.8.